Predict the product of the given reaction. From a dataset of Forward reaction prediction with 1.9M reactions from USPTO patents (1976-2016). (1) Given the reactants Br[C:2]1[C:3]([N:12]2[CH:16]=[C:15]([CH:17]=[O:18])[C:14]([CH3:19])=[N:13]2)=[C:4]([CH:9]=[CH:10][CH:11]=1)[C:5]([O:7][CH3:8])=[O:6].[CH:20]1(B(O)O)[CH2:22][CH2:21]1.P([O-])([O-])([O-])=O.[K+].[K+].[K+].C1(P(C2CCCCC2)C2CCCCC2)CCCCC1, predict the reaction product. The product is: [CH:20]1([C:2]2[C:3]([N:12]3[CH:16]=[C:15]([CH:17]=[O:18])[C:14]([CH3:19])=[N:13]3)=[C:4]([CH:9]=[CH:10][CH:11]=2)[C:5]([O:7][CH3:8])=[O:6])[CH2:22][CH2:21]1. (2) Given the reactants [NH2:1][C:2]1[C:12]2[O:11][CH2:10][CH2:9][NH:8][C:7](=[O:13])[C:6]=2[CH:5]=[C:4]([F:14])[CH:3]=1.C12(CS(O)(=O)=O)C(C)(C)C(CC1)CC2=O.Cl[C:31]1[N:36]=[C:35]([NH:37][C@@H:38]2[CH2:43][CH2:42][CH2:41][CH2:40][C@H:39]2[NH:44][S:45]([CH3:48])(=[O:47])=[O:46])[C:34]([Cl:49])=[CH:33][N:32]=1.C(=O)([O-])[O-], predict the reaction product. The product is: [Cl:49][C:34]1[C:35]([NH:37][C@@H:38]2[CH2:43][CH2:42][CH2:41][CH2:40][C@H:39]2[NH:44][S:45]([CH3:48])(=[O:47])=[O:46])=[N:36][C:31]([NH:1][C:2]2[C:12]3[O:11][CH2:10][CH2:9][NH:8][C:7](=[O:13])[C:6]=3[CH:5]=[C:4]([F:14])[CH:3]=2)=[N:32][CH:33]=1. (3) Given the reactants Br[C:2]1[CH:7]=[CH:6][C:5]([C:8]2[N:13]3[N:14]=[C:15]([C:17]4[CH:22]=[CH:21][N:20]=[CH:19][CH:18]=4)[CH:16]=[C:12]3[N:11]=[CH:10][CH:9]=2)=[CH:4][CH:3]=1.Br.Br.[C@H:25]12[CH2:31][C@H:28]([NH:29][CH2:30]1)[CH2:27][NH:26]2, predict the reaction product. The product is: [C@H:25]12[CH2:31][C@H:28]([NH:29][CH2:30]1)[CH2:27][N:26]2[C:2]1[CH:7]=[CH:6][C:5]([C:8]2[N:13]3[N:14]=[C:15]([C:17]4[CH:22]=[CH:21][N:20]=[CH:19][CH:18]=4)[CH:16]=[C:12]3[N:11]=[CH:10][CH:9]=2)=[CH:4][CH:3]=1. (4) Given the reactants Br[C:2]1[N:7]=[CH:6][C:5]([C:8]2[N:13]3[N:14]=[C:15]([C:26]4[CH:31]=[CH:30][N:29]=[CH:28][CH:27]=4)[C:16]([C:17]4[CH:22]=[CH:21][C:20]([Cl:23])=[C:19]([O:24][CH3:25])[CH:18]=4)=[C:12]3[N:11]=[CH:10][CH:9]=2)=[CH:4][CH:3]=1.Cl.Cl.[NH2:34][C@@H:35]1[CH:40]2[CH2:41][CH2:42][N:37]([CH2:38][CH2:39]2)[CH2:36]1.CCN(C(C)C)C(C)C, predict the reaction product. The product is: [N:37]12[CH2:42][CH2:41][CH:40]([CH2:39][CH2:38]1)[C@@H:35]([NH:34][C:2]1[N:7]=[CH:6][C:5]([C:8]3[N:13]4[N:14]=[C:15]([C:26]5[CH:27]=[CH:28][N:29]=[CH:30][CH:31]=5)[C:16]([C:17]5[CH:22]=[CH:21][C:20]([Cl:23])=[C:19]([O:24][CH3:25])[CH:18]=5)=[C:12]4[N:11]=[CH:10][CH:9]=3)=[CH:4][CH:3]=1)[CH2:36]2. (5) Given the reactants [Cl:1][C:2]1[CH:10]=[C:9]2[C:5]([C:6]([C:11]([O:13][CH3:14])=[O:12])=[CH:7][NH:8]2)=[CH:4][C:3]=1B1OCC(C)(C)CO1.Br[C:24]1[CH:29]=[CH:28][C:27]([CH:30]2[CH2:33][CH2:32][N:31]2[S:34]([CH3:37])(=[O:36])=[O:35])=[CH:26][CH:25]=1.C(=O)([O-])[O-].[K+].[K+].C(OCC)(=O)C, predict the reaction product. The product is: [Cl:1][C:2]1[CH:10]=[C:9]2[C:5]([C:6]([C:11]([O:13][CH3:14])=[O:12])=[CH:7][NH:8]2)=[CH:4][C:3]=1[C:24]1[CH:25]=[CH:26][C:27]([CH:30]2[CH2:33][CH2:32][N:31]2[S:34]([CH3:37])(=[O:35])=[O:36])=[CH:28][CH:29]=1. (6) Given the reactants [Cl-].CON(C)[C:5](=[O:16])[CH2:6][C:7]1[C:12]([F:13])=[CH:11][CH:10]=[C:9]([F:14])[C:8]=1[F:15].Cl.[CH3:19]C(OC)(C)C, predict the reaction product. The product is: [F:15][C:8]1[C:9]([F:14])=[CH:10][CH:11]=[C:12]([F:13])[C:7]=1[CH2:6][C:5](=[O:16])[CH3:19]. (7) The product is: [C:29]([O:28][C:26]([N:24]1[C:5]2=[N:6][C:7]([C:17]3[CH:22]=[CH:21][C:20]([CH3:23])=[CH:19][CH:18]=3)=[C:8]([C:10]3[CH:15]=[CH:14][C:13]([CH3:16])=[CH:12][CH:11]=3)[N:9]=[C:4]2[CH2:3][CH:2]([O:1][C:33](=[O:35])[CH3:34])[CH2:25]1)=[O:27])([CH3:32])([CH3:31])[CH3:30]. Given the reactants [OH:1][CH:2]1[CH2:25][N:24]([C:26]([O:28][C:29]([CH3:32])([CH3:31])[CH3:30])=[O:27])[C:5]2=[N:6][C:7]([C:17]3[CH:22]=[CH:21][C:20]([CH3:23])=[CH:19][CH:18]=3)=[C:8]([C:10]3[CH:15]=[CH:14][C:13]([CH3:16])=[CH:12][CH:11]=3)[N:9]=[C:4]2[CH2:3]1.[C:33](OC(=O)C)(=[O:35])[CH3:34], predict the reaction product.